This data is from Reaction yield outcomes from USPTO patents with 853,638 reactions. The task is: Predict the reaction yield, written as a fraction of the theoretical maximum amount of product (1.0 means a 100% yield; for example, 0.34 means a 34% yield). (1) The reactants are [C:1]([N:8]1[C:16]2[C:11](=[CH:12][C:13]([CH2:20]Br)=[CH:14][C:15]=2[N+:17]([O-:19])=[O:18])[C:10]([Br:22])=[C:9]1[C:23]1[CH:28]=[CH:27][CH:26]=[CH:25][CH:24]=1)([O:3][C:4]([CH3:7])([CH3:6])[CH3:5])=[O:2].CCN(CC)CC.[O:36]=[S:37]1(=[O:43])[CH2:42][CH2:41][NH:40][CH2:39][CH2:38]1.[NH4+].[Cl-]. The catalyst is C(Cl)Cl. The product is [C:1]([N:8]1[C:16]2[C:11](=[CH:12][C:13]([CH2:20][N:40]3[CH2:41][CH2:42][S:37](=[O:43])(=[O:36])[CH2:38][CH2:39]3)=[CH:14][C:15]=2[N+:17]([O-:19])=[O:18])[C:10]([Br:22])=[C:9]1[C:23]1[CH:24]=[CH:25][CH:26]=[CH:27][CH:28]=1)([O:3][C:4]([CH3:5])([CH3:6])[CH3:7])=[O:2]. The yield is 0.780. (2) The reactants are [Br:1]Br.[CH2:3]1[CH2:7][O:6][C:5]2[CH:8]=[CH:9][C:10]3[CH2:11][CH2:12][C@@H:13]([CH2:15][CH2:16][NH:17][C:18](=[O:21])[CH2:19][CH3:20])[C:14]=3[C:4]1=2.C([O-])(=O)C.[Na+]. The catalyst is CO. The product is [Br:1][C:8]1[C:5]2[O:6][CH2:7][CH2:3][C:4]=2[C:14]2[C@H:13]([CH2:15][CH2:16][NH:17][C:18](=[O:21])[CH2:19][CH3:20])[CH2:12][CH2:11][C:10]=2[CH:9]=1. The yield is 0.930. (3) The reactants are ClC(Cl)([O:4][C:5](=[O:11])[O:6]C(Cl)(Cl)Cl)Cl.[CH3:13][C:14]1[N:18]([CH2:19][CH2:20][OH:21])[C:17]([N+:22]([O-:24])=[O:23])=[CH:16][N:15]=1. The catalyst is CN(C1C=CN=CC=1)C.C(Cl)Cl. The product is [CH3:13][C:14]1[N:18]([CH2:19][CH2:20][OH:21])[C:17]([N+:22]([O-:24])=[O:23])=[CH:16][N:15]=1.[C:5](=[O:4])([O-:11])[O-:6]. The yield is 0.380.